Dataset: Peptide-MHC class I binding affinity with 185,985 pairs from IEDB/IMGT. Task: Regression. Given a peptide amino acid sequence and an MHC pseudo amino acid sequence, predict their binding affinity value. This is MHC class I binding data. (1) The peptide sequence is VVMACLVPAA. The MHC is HLA-A02:01 with pseudo-sequence HLA-A02:01. The binding affinity (normalized) is 0.576. (2) The peptide sequence is GYRSKACDM. The MHC is HLA-B44:02 with pseudo-sequence HLA-B44:02. The binding affinity (normalized) is 0.0847. (3) The binding affinity (normalized) is 0.213. The MHC is HLA-A11:01 with pseudo-sequence HLA-A11:01. The peptide sequence is NPQGERRAF. (4) The peptide sequence is PLRPMTYK. The MHC is HLA-B42:01 with pseudo-sequence HLA-B42:01. The binding affinity (normalized) is 0. (5) The peptide sequence is SYIRYFTVF. The MHC is HLA-A25:01 with pseudo-sequence HLA-A25:01. The binding affinity (normalized) is 0.0847. (6) The peptide sequence is RLQPNQPPK. The MHC is HLA-B15:01 with pseudo-sequence HLA-B15:01. The binding affinity (normalized) is 0.368. (7) The peptide sequence is TVYYGVPVWK. The MHC is HLA-B14:02 with pseudo-sequence HLA-B14:02. The binding affinity (normalized) is 0. (8) The peptide sequence is NSDDYTADE. The MHC is HLA-B44:02 with pseudo-sequence HLA-B44:02. The binding affinity (normalized) is 0.0847. (9) The peptide sequence is YVIKVSARV. The MHC is Mamu-B08 with pseudo-sequence Mamu-B08. The binding affinity (normalized) is 0.